This data is from Peptide-MHC class I binding affinity with 185,985 pairs from IEDB/IMGT. The task is: Regression. Given a peptide amino acid sequence and an MHC pseudo amino acid sequence, predict their binding affinity value. This is MHC class I binding data. (1) The peptide sequence is KGAVDLSHFL. The MHC is HLA-A31:01 with pseudo-sequence HLA-A31:01. The binding affinity (normalized) is 0.131. (2) The peptide sequence is DVSPLMHLF. The MHC is HLA-A25:01 with pseudo-sequence HLA-A25:01. The binding affinity (normalized) is 0.770.